Dataset: Forward reaction prediction with 1.9M reactions from USPTO patents (1976-2016). Task: Predict the product of the given reaction. Given the reactants [Cl:1][C:2]1[C:7]([CH:8]=O)=[C:6](Cl)[CH:5]=[C:4]([Cl:11])[N:3]=1.O.[NH2:13][NH2:14], predict the reaction product. The product is: [Cl:1][C:2]1[C:7]2[CH:8]=[N:13][NH:14][C:6]=2[CH:5]=[C:4]([Cl:11])[N:3]=1.